Dataset: Catalyst prediction with 721,799 reactions and 888 catalyst types from USPTO. Task: Predict which catalyst facilitates the given reaction. Product: [F:29][C:26]1[CH:25]=[CH:24][C:23]([CH2:22][N:21]2[C:43](=[O:44])[C:42]([C:37]3[NH:36][C:35]4[CH:46]=[CH:47][C:32]([I:31])=[CH:33][C:34]=4[S:39](=[O:41])(=[O:40])[N:38]=3)=[C:13]([OH:14])[C@H:15]3[C@@H:20]2[C@H:19]2[CH2:30][C@@H:16]3[CH2:17][CH2:18]2)=[CH:28][CH:27]=1. The catalyst class is: 9. Reactant: C(N(CC)C(C)C)(C)C.C(O[C:13]([C@H:15]1[C@@H:20]([NH:21][CH2:22][C:23]2[CH:28]=[CH:27][C:26]([F:29])=[CH:25][CH:24]=2)[C@H:19]2[CH2:30][C@@H:16]1[CH2:17][CH2:18]2)=[O:14])C.[I:31][C:32]1[CH:47]=[CH:46][C:35]2[NH:36][C:37]([CH2:42][C:43](O)=[O:44])=[N:38][S:39](=[O:41])(=[O:40])[C:34]=2[CH:33]=1.[O-]CC.[Na+].C(O)C.